This data is from Full USPTO retrosynthesis dataset with 1.9M reactions from patents (1976-2016). The task is: Predict the reactants needed to synthesize the given product. (1) Given the product [F:1][C:2]([F:13])([F:12])[C:3]1[C:4]([C:9]([NH2:22])=[O:10])=[CH:5][N:6]=[CH:7][CH:8]=1, predict the reactants needed to synthesize it. The reactants are: [F:1][C:2]([F:13])([F:12])[C:3]1[CH:8]=[CH:7][N:6]=[CH:5][C:4]=1[C:9](O)=[O:10].C(Cl)(=O)C(Cl)=O.CC1C=C(C)N=C(CN)[N:22]=1.C(N(CC)CC)C. (2) The reactants are: C1O[C:8]2[CH:7]=[CH:6][C:5]([N+:10]([O-:12])=[O:11])=[CH:4][C:3]=2[O:2]1.[C-:13]#[N:14].[Na+].O.[OH-].[Na+]. Given the product [C:13]([C:8]1[CH:7]=[CH:6][C:5]([N+:10]([O-:12])=[O:11])=[CH:4][C:3]=1[OH:2])#[N:14], predict the reactants needed to synthesize it. (3) Given the product [C:1]([C:3]1[C:12]2[C:7](=[CH:8][CH:9]=[CH:10][CH:11]=2)[CH:6]=[CH:5][C:4]=1[CH2:13][CH2:14][CH2:15][CH2:16][CH2:17][CH2:18][CH2:38][CH2:37][CH2:36][CH2:35][CH2:34][CH2:33][CH2:32][CH2:31][CH2:30][CH2:29][CH2:28][CH3:27])#[CH:2], predict the reactants needed to synthesize it. The reactants are: [C:1]([C:3]1[C:12]2[C:7](=[CH:8][CH:9]=[CH:10][CH:11]=2)[CH:6]=[CH:5][C:4]=1[CH2:13][CH2:14][CH2:15][CH2:16][CH2:17][CH3:18])#[CH:2].BrCCCCCC.Br[CH2:27][CH2:28][CH2:29][CH2:30][CH2:31][CH2:32][CH2:33][CH2:34][CH2:35][CH2:36][CH2:37][CH2:38]CCCCCC. (4) Given the product [CH3:20][C:21]1[CH:29]=[CH:28][C:24]([C:25]([NH2:27])=[O:26])=[CH:23][C:22]=1[C:9]1[CH:10]=[C:11]2[C:16](=[CH:17][CH:18]=1)[C:15]([N:3]1[CH2:4][CH2:5][O:6][CH2:7][C@H:2]1[CH3:1])=[N:14][N:13]=[CH:12]2, predict the reactants needed to synthesize it. The reactants are: [CH3:1][C@@H:2]1[CH2:7][O:6][CH2:5][CH2:4][NH:3]1.Br[C:9]1[CH:10]=[C:11]2[C:16](=[CH:17][CH:18]=1)[C:15](Cl)=[N:14][N:13]=[CH:12]2.[CH3:20][C:21]1[CH:29]=[CH:28][C:24]([C:25]([NH2:27])=[O:26])=[CH:23][C:22]=1B1OC(C)(C)C(C)(C)O1.C(=O)([O-])[O-].[K+].[K+].O.